From a dataset of Peptide-MHC class II binding affinity with 134,281 pairs from IEDB. Regression. Given a peptide amino acid sequence and an MHC pseudo amino acid sequence, predict their binding affinity value. This is MHC class II binding data. (1) The peptide sequence is HSLGKWLGHRDKF. The MHC is H-2-IAs with pseudo-sequence H-2-IAs. The binding affinity (normalized) is 0. (2) The peptide sequence is KLAQRRVFHGVAKNP. The MHC is HLA-DQA10303-DQB10402 with pseudo-sequence HLA-DQA10303-DQB10402. The binding affinity (normalized) is 0. (3) The peptide sequence is GATVAVDCRPFNGGE. The MHC is DRB1_0901 with pseudo-sequence DRB1_0901. The binding affinity (normalized) is 0.0779.